This data is from Forward reaction prediction with 1.9M reactions from USPTO patents (1976-2016). The task is: Predict the product of the given reaction. (1) Given the reactants [C:1]([N:4]1[C:12]2[C:7](=[CH:8][C:9]([C:13](=[O:15])[CH3:14])=[CH:10][CH:11]=2)[CH2:6][C:5]1=[O:16])(=[O:3])[CH3:2].[O:17]1[CH:21]=[CH:20][C:19]([C:22](O)=[O:23])=[CH:18]1, predict the reaction product. The product is: [C:1]([N:4]1[C:12]2[C:7](=[CH:8][C:9]([C:13](=[O:15])[CH3:14])=[CH:10][CH:11]=2)[C:6](=[C:22]([C:19]2[CH:20]=[CH:21][O:17][CH:18]=2)[OH:23])[C:5]1=[O:16])(=[O:3])[CH3:2]. (2) Given the reactants Cl[C:2]1[C:7]([S:8]([NH:11][C:12]2[N:17]=[C:16]([O:18][CH3:19])[C:15](CNC(=O)OC(C)(C)C)=[CH:14][CH:13]=2)(=[O:10])=[O:9])=[CH:6][CH:5]=[CH:4][N:3]=1.[F:29][C:30]1[CH:37]=[C:36]([F:38])[CH:35]=[C:34]([F:39])[C:31]=1[CH2:32][NH2:33].C([N:43]([CH2:47]C)C(C)C)(C)C.[C:49](N1C=CN=C1)(N1C=CN=C1)=[O:50].C(N(CC)CC)C.FC1C=C(OC)C=C(F)C=1CN1C2N=CC=CC=2S(=O)(=O)N(C2C=CC(OC)=C(OC)C=2)C1=O.C(O)(C(F)(F)F)=O.FC1C=C(OC)C=C(F)C=1CN1C2C=CC=CC=2S(=O)(=O)N(C2C=CC(OC)=C(NC)N=2)C1=O, predict the reaction product. The product is: [CH3:19][O:18][C:16]1[N:17]=[C:12]([N:11]2[C:49](=[O:50])[N:33]([CH2:32][C:31]3[C:30]([F:29])=[CH:37][C:36]([F:38])=[CH:35][C:34]=3[F:39])[C:2]3[N:3]=[CH:4][CH:5]=[CH:6][C:7]=3[S:8]2(=[O:9])=[O:10])[CH:13]=[CH:14][C:15]=1[NH:43][CH3:47]. (3) Given the reactants [F:1][C:2]1[CH:3]=[N:4][CH:5]=[CH:6][C:7]=1[C:8]1[N:12]([S:13]([C:16]2[CH:17]=[N:18][CH:19]=[CH:20][CH:21]=2)(=[O:15])=[O:14])[CH:11]=[C:10]([CH2:22][N:23](C)[C:24](=O)[O:25][C:26]([CH3:29])(C)C)[CH:9]=1.[C:32]([O:35]CC)(=[O:34])[CH3:33].Cl.C[OH:40], predict the reaction product. The product is: [C:26]([OH:25])(=[O:40])/[CH:29]=[CH:33]/[C:32]([OH:35])=[O:34].[F:1][C:2]1[CH:3]=[N:4][CH:5]=[CH:6][C:7]=1[C:8]1[N:12]([S:13]([C:16]2[CH:17]=[N:18][CH:19]=[CH:20][CH:21]=2)(=[O:15])=[O:14])[CH:11]=[C:10]([CH2:22][NH:23][CH3:24])[CH:9]=1. (4) The product is: [C:38]([O:22][C:20]1([C@@H:23]2[CH2:28][CH2:27][CH2:26][CH2:25][NH:24]2)[CH2:19][N:18]([C:16]([C:15]2[CH:14]=[CH:13][N:12]=[CH:11][C:10]=2[NH:9][C:3]2[CH:4]=[CH:5][C:6]([I:8])=[CH:7][C:2]=2[F:1])=[O:17])[CH2:21]1)(=[O:37])[CH3:39]. Given the reactants [F:1][C:2]1[CH:7]=[C:6]([I:8])[CH:5]=[CH:4][C:3]=1[NH:9][C:10]1[CH:11]=[N:12][CH:13]=[CH:14][C:15]=1[C:16]([N:18]1[CH2:21][C:20]([C@@H:23]2[CH2:28][CH2:27][CH2:26][CH2:25][N:24]2C(OC(C)(C)C)=O)([OH:22])[CH2:19]1)=[O:17].Cl.[O:37]1CCO[CH2:39][CH2:38]1, predict the reaction product. (5) Given the reactants [C:1]([O:5][C:6]([N:8]1[CH2:17][C:16]([CH3:19])([CH3:18])[C:15]2[C:10](=[CH:11][C:12]([NH:20][C:21]([C:23]3[C:24](F)=[N:25][CH:26]=[CH:27][CH:28]=3)=[O:22])=[CH:13][CH:14]=2)[CH2:9]1)=[O:7])([CH3:4])([CH3:3])[CH3:2].Cl.[NH:31]1[C:35]2=[N:36][CH:37]=[CH:38][C:39]([CH2:40][NH2:41])=[C:34]2[CH2:33][CH2:32]1.CCN(C(C)C)C(C)C, predict the reaction product. The product is: [C:1]([O:5][C:6]([N:8]1[CH2:17][C:16]([CH3:19])([CH3:18])[C:15]2[C:10](=[CH:11][C:12]([NH:20][C:21]([C:23]3[C:24]([NH:41][CH2:40][C:39]4[CH:38]=[CH:37][N:36]=[C:35]5[NH:31][CH2:32][CH2:33][C:34]=45)=[N:25][CH:26]=[CH:27][CH:28]=3)=[O:22])=[CH:13][CH:14]=2)[CH2:9]1)=[O:7])([CH3:4])([CH3:3])[CH3:2].